This data is from Reaction yield outcomes from USPTO patents with 853,638 reactions. The task is: Predict the reaction yield, written as a fraction of the theoretical maximum amount of product (1.0 means a 100% yield; for example, 0.34 means a 34% yield). (1) The reactants are C[Si]([N-][Si](C)(C)C)(C)C.[K+].[Br:11][C:12]1[CH:13]=[C:14]([C:22]#[N:23])[C:15]([NH:18][C:19](=[O:21])[CH3:20])=[N:16][CH:17]=1. The catalyst is C1COCC1. The product is [NH2:23][C:22]1[C:14]2[C:15](=[N:16][CH:17]=[C:12]([Br:11])[CH:13]=2)[NH:18][C:19](=[O:21])[CH:20]=1. The yield is 0.540. (2) The reactants are [Cl:1][C:2]1[C:3]([C:19](=[O:29])[N:20]([CH2:25][CH2:26][CH2:27][CH3:28])[CH2:21][CH2:22][CH2:23][CH3:24])=[N:4][N:5]([C:8]2[CH:16]=[CH:15][C:14]([O:17][CH3:18])=[CH:13][C:9]=2[C:10](O)=[O:11])[C:6]=1[CH3:7].[CH2:30]1[C:39]2[C:34](=[CH:35][CH:36]=[CH:37][CH:38]=2)[CH2:33][C@@H:32]([CH2:40][OH:41])[NH:31]1.C(N=C=NCCCN(C)C)C.OC1C2N=NNC=2C=CC=1.C(N(CC)CC)C. The catalyst is ClCCl. The product is [CH2:25]([N:20]([CH2:21][CH2:22][CH2:23][CH3:24])[C:19]([C:3]1[C:2]([Cl:1])=[C:6]([CH3:7])[N:5]([C:8]2[CH:16]=[CH:15][C:14]([O:17][CH3:18])=[CH:13][C:9]=2[C:10]([N:31]2[C@H:32]([CH2:40][OH:41])[CH2:33][C:34]3[C:39](=[CH:38][CH:37]=[CH:36][CH:35]=3)[CH2:30]2)=[O:11])[N:4]=1)=[O:29])[CH2:26][CH2:27][CH3:28]. The yield is 0.0450. (3) The reactants are [CH3:1][C:2]1([CH3:10])[CH2:7][O:6][CH:5]([CH2:8][OH:9])[CH2:4][O:3]1.[CH3:11][S:12](Cl)(=[O:14])=[O:13].C([O-])(O)=O.[Na+]. The catalyst is C(Cl)Cl. The product is [CH3:11][S:12]([O:9][CH2:8][CH:5]1[CH2:4][O:3][C:2]([CH3:10])([CH3:1])[CH2:7][O:6]1)(=[O:14])=[O:13]. The yield is 0.710. (4) The reactants are C(OC([N:11]1[CH2:15][CH:14]2[CH2:16][CH:17]([CH2:19][O:20][C:21]3[CH:30]=[C:29]4[C:24]([C:25]([O:31][C:32]5[CH:37]=[CH:36][C:35]([NH:38][C:39]([NH:41][C:42](=[O:50])[CH2:43][C:44]6[CH:49]=[CH:48][CH:47]=[CH:46][CH:45]=6)=[S:40])=[CH:34][C:33]=5[F:51])=[N:26][CH:27]=[N:28]4)=[CH:23][C:22]=3[O:52][CH3:53])[CH2:18][CH:13]2[CH2:12]1)=O)C1C=CC=CC=1.[BrH:54]. The catalyst is CC(O)=O.CCOCC. The product is [BrH:54].[BrH:54].[F:51][C:33]1[CH:34]=[C:35]([NH:38][C:39]([NH:41][C:42](=[O:50])[CH2:43][C:44]2[CH:45]=[CH:46][CH:47]=[CH:48][CH:49]=2)=[S:40])[CH:36]=[CH:37][C:32]=1[O:31][C:25]1[C:24]2[C:29](=[CH:30][C:21]([O:20][CH2:19][CH:17]3[CH2:18][CH:13]4[CH2:12][NH:11][CH2:15][CH:14]4[CH2:16]3)=[C:22]([O:52][CH3:53])[CH:23]=2)[N:28]=[CH:27][N:26]=1. The yield is 1.00. (5) The reactants are N[C:2]1([C:8]([OH:10])=O)[CH2:7][CH2:6][CH2:5][CH2:4][CH2:3]1.C[Si](C=[N+:16]=[N-])(C)C.O1CCCC1[CH2:23][OH:24]. No catalyst specified. The product is [NH2:16][C:3]1([O:24][CH3:23])[CH2:4][CH2:5][CH2:6][CH2:7][C:2]1=[C:8]=[O:10]. The yield is 0.520. (6) The product is [CH3:30][S:29][C:11]1[S:10][C:9]([C:8]([NH2:31])=[NH:7])=[CH:13][C:12]=1[S:14]([C:17]1[CH:22]=[CH:21][CH:20]=[C:19]([N:23]2[CH2:28][CH2:27][CH2:26][CH2:25][CH2:24]2)[CH:18]=1)(=[O:16])=[O:15]. The yield is 0.770. The reactants are C(OC(=O)[NH:7][C:8](=[NH:31])[C:9]1[S:10][C:11]([S:29][CH3:30])=[C:12]([S:14]([C:17]2[CH:22]=[CH:21][CH:20]=[C:19]([N:23]3[CH2:28][CH2:27][CH2:26][CH2:25][CH2:24]3)[CH:18]=2)(=[O:16])=[O:15])[CH:13]=1)(C)(C)C. The catalyst is C(Cl)Cl.C(O)(C(F)(F)F)=O. (7) The reactants are C[O:2][C:3](=[O:23])[CH:4]([C:11]1[CH:16]=[CH:15][C:14]([C:17]2[CH:22]=[CH:21][N:20]=[CH:19][CH:18]=2)=[CH:13][CH:12]=1)[CH2:5][CH:6]1[CH2:10][CH2:9][CH2:8][CH2:7]1.[OH-].[Li+]. The catalyst is O1CCCC1. The product is [CH:6]1([CH2:5][CH:4]([C:11]2[CH:12]=[CH:13][C:14]([C:17]3[CH:22]=[CH:21][N:20]=[CH:19][CH:18]=3)=[CH:15][CH:16]=2)[C:3]([OH:23])=[O:2])[CH2:10][CH2:9][CH2:8][CH2:7]1. The yield is 0.550. (8) The reactants are [C:1](OC1CCCCCC(O[Si](CC)(CC)CC)CCCCC1)(=[O:3])[CH3:2].[Si:25]([O:32][CH2:33][CH2:34][CH2:35][CH2:36][CH2:37][CH2:38][CH:39]([OH:50])[CH2:40][CH2:41][CH2:42][CH2:43][C:44]#[C:45][Si:46]([CH3:49])([CH3:48])[CH3:47])([C:28]([CH3:31])([CH3:30])[CH3:29])([CH3:27])[CH3:26].C([O-])([O-])=O.[K+].[K+]. The catalyst is CN(C)C1C=CN=CC=1. The product is [C:1]([O:50][CH:39]([CH2:38][CH2:37][CH2:36][CH2:35][CH2:34][CH2:33][O:32][Si:25]([C:28]([CH3:31])([CH3:30])[CH3:29])([CH3:27])[CH3:26])[CH2:40][CH2:41][CH2:42][CH2:43][C:44]#[C:45][Si:46]([CH3:49])([CH3:48])[CH3:47])(=[O:3])[CH3:2]. The yield is 0.920. (9) The reactants are C(N(CC)[C:4](=O)[C:5]1C=CC(N(C2C=CC=CC=2)C2CCNCC2)=C[CH:6]=1)C.[CH2:27]([N:29]([CH2:52][CH3:53])[C:30](=[O:51])[C:31]1[CH:36]=[CH:35][C:34]([N:37]([CH2:44][C:45]2[CH:50]=[CH:49][CH:48]=[CH:47][CH:46]=2)[CH:38]2[CH2:43][CH2:42][NH:41][CH2:40][CH2:39]2)=[CH:33][CH:32]=1)[CH3:28].CC(C)=O.C(O)(=O)C.C(O[BH-](OC(=O)C)OC(=O)C)(=O)C.[Na+].[OH-].[Na+]. The catalyst is ClCCl. The product is [CH2:52]([N:29]([CH2:27][CH3:28])[C:30](=[O:51])[C:31]1[CH:32]=[CH:33][C:34]([N:37]([CH2:44][C:45]2[CH:46]=[CH:47][CH:48]=[CH:49][CH:50]=2)[CH:38]2[CH2:43][CH2:42][N:41]([CH:5]([CH3:6])[CH3:4])[CH2:40][CH2:39]2)=[CH:35][CH:36]=1)[CH3:53]. The yield is 0.430. (10) The reactants are [NH2:1][C:2]([C:4]1[CH:13]=[C:12]([C:14]2[CH:19]=[CH:18][C:17]([F:20])=[CH:16][CH:15]=2)[C:11]2[C:6](=[CH:7][C:8]([C:21]([OH:23])=O)=[CH:9][CH:10]=2)[N:5]=1)=[O:3].[NH:24]1[CH2:28][CH2:27][CH2:26][CH2:25]1.F[P-](F)(F)(F)(F)F.N1(O[P+](N(C)C)(N(C)C)N(C)C)C2C=CC=CC=2N=N1.CN(C=O)C. The catalyst is C(Cl)Cl. The product is [F:20][C:17]1[CH:16]=[CH:15][C:14]([C:12]2[C:11]3[C:6](=[CH:7][C:8]([C:21]([N:24]4[CH2:28][CH2:27][CH2:26][CH2:25]4)=[O:23])=[CH:9][CH:10]=3)[N:5]=[C:4]([C:2]([NH2:1])=[O:3])[CH:13]=2)=[CH:19][CH:18]=1. The yield is 0.850.